Regression. Given two drug SMILES strings and cell line genomic features, predict the synergy score measuring deviation from expected non-interaction effect. From a dataset of NCI-60 drug combinations with 297,098 pairs across 59 cell lines. (1) Drug 1: CC12CCC(CC1=CCC3C2CCC4(C3CC=C4C5=CN=CC=C5)C)O. Drug 2: C1=C(C(=O)NC(=O)N1)F. Cell line: ACHN. Synergy scores: CSS=41.0, Synergy_ZIP=1.85, Synergy_Bliss=0.260, Synergy_Loewe=-5.12, Synergy_HSA=0.414. (2) Drug 1: CCCS(=O)(=O)NC1=C(C(=C(C=C1)F)C(=O)C2=CNC3=C2C=C(C=N3)C4=CC=C(C=C4)Cl)F. Drug 2: C1=NNC2=C1C(=O)NC=N2. Cell line: UACC-257. Synergy scores: CSS=47.5, Synergy_ZIP=-1.48, Synergy_Bliss=-1.02, Synergy_Loewe=-24.3, Synergy_HSA=-1.30.